Dataset: CYP2C9 inhibition data for predicting drug metabolism from PubChem BioAssay. Task: Regression/Classification. Given a drug SMILES string, predict its absorption, distribution, metabolism, or excretion properties. Task type varies by dataset: regression for continuous measurements (e.g., permeability, clearance, half-life) or binary classification for categorical outcomes (e.g., BBB penetration, CYP inhibition). Dataset: cyp2c9_veith. (1) The compound is Cc1cccc(NC(=O)c2cc(N3C(=O)CCC3=O)ccc2Cl)n1. The result is 0 (non-inhibitor). (2) The result is 0 (non-inhibitor). The compound is O=C(NCc1ccc2c(c1)OCO2)C1CC(=O)N(C2CCCC2)C1. (3) The molecule is Cc1cc(NC(=O)C2CCCC2)n(-c2nc3ccccc3[nH]2)n1. The result is 1 (inhibitor). (4) The compound is COc1ccc(S(=O)(=O)NNC(=O)C2Cc3c(ccc4ccccc34)O2)cc1. The result is 1 (inhibitor).